This data is from Catalyst prediction with 721,799 reactions and 888 catalyst types from USPTO. The task is: Predict which catalyst facilitates the given reaction. (1) Reactant: [Cl:1][C:2]1[CH:7]=[CH:6][C:5]([C:8]2[S:36][CH:11]3[C:12](=[O:35])[N:13]([C:16]4[CH:21]=[CH:20][C:19]([O:22][Si](C(C)C)(C(C)C)C(C)C)=[C:18]([O:33][CH3:34])[CH:17]=4)[CH:14]=[CH:15][CH:10]3[CH:9]=2)=[CH:4][CH:3]=1.CCCC[N+](CCCC)(CCCC)CCCC.[F-].CCOC(C)=O. Product: [Cl:1][C:2]1[CH:7]=[CH:6][C:5]([C:8]2[S:36][CH:11]3[C:12](=[O:35])[N:13]([C:16]4[CH:21]=[CH:20][C:19]([OH:22])=[C:18]([O:33][CH3:34])[CH:17]=4)[CH:14]=[CH:15][CH:10]3[CH:9]=2)=[CH:4][CH:3]=1. The catalyst class is: 1. (2) Reactant: F[C:2]1[CH:11]=[CH:10][C:9]([F:12])=[C:8]2[C:3]=1[CH:4]=[CH:5][C:6](=[O:13])[NH:7]2.[NH3:14]. Product: [NH2:14][C:2]1[CH:11]=[CH:10][C:9]([F:12])=[C:8]2[C:3]=1[CH:4]=[CH:5][C:6](=[O:13])[NH:7]2. The catalyst class is: 196. (3) The catalyst class is: 28. Reactant: [CH2:1]([C:4]1[C:5]([OH:24])=[C:6]([C:20]([O:22][CH3:23])=[O:21])[C:7](=[O:19])[NH:8][C:9]=1[C:10]1[CH:15]=[CH:14][C:13]([N:16]([CH3:18])[CH3:17])=[CH:12][CH:11]=1)[CH:2]=[CH2:3].C(O)[C:26]1[CH:31]=[CH:30][CH:29]=[CH:28][CH:27]=1. Product: [CH2:1]([C:4]1[C:5]([OH:24])=[C:6]([C:20]([O:22][CH2:23][C:26]2[CH:31]=[CH:30][CH:29]=[CH:28][CH:27]=2)=[O:21])[C:7](=[O:19])[NH:8][C:9]=1[C:10]1[CH:15]=[CH:14][C:13]([N:16]([CH3:18])[CH3:17])=[CH:12][CH:11]=1)[CH:2]=[CH2:3]. (4) Reactant: Cl[C:2]1[CH:7]=[C:6]([O:8][CH2:9][C:10]#[CH:11])[N:5]=[CH:4][N:3]=1.C(=O)([O-])[O-].[K+].[K+].[CH3:18][C:19]1[CH:20]=[C:21]([OH:25])[CH:22]=[CH:23][CH:24]=1.[Cl-].[NH4+]. Product: [CH3:18][C:19]1[CH:20]=[C:21]([CH:22]=[CH:23][CH:24]=1)[O:25][C:2]1[CH:7]=[C:6]([O:8][CH2:9][C:10]#[CH:11])[N:5]=[CH:4][N:3]=1. The catalyst class is: 9.